Dataset: Forward reaction prediction with 1.9M reactions from USPTO patents (1976-2016). Task: Predict the product of the given reaction. (1) Given the reactants [CH:1]1([C@@H:7]([NH:11][C:12](=[O:48])[CH2:13][NH:14][C:15](=[O:47])[CH2:16][O:17][C:18]2[CH:23]=[CH:22][C:21]([C@@H:24]3[C@@H:27]([S:28][CH2:29][C:30]([C:32]4[CH:37]=[CH:36][C:35]([F:38])=[CH:34][CH:33]=4)=[O:31])[C:26](=[O:39])[N:25]3[C:40]3[CH:45]=[CH:44][C:43]([F:46])=[CH:42][CH:41]=3)=[CH:20][CH:19]=2)[C:8]([OH:10])=[O:9])[CH2:6][CH2:5][CH2:4][CH2:3][CH2:2]1, predict the reaction product. The product is: [CH:1]1([C@@H:7]([NH:11][C:12](=[O:48])[CH2:13][NH:14][C:15](=[O:47])[CH2:16][O:17][C:18]2[CH:19]=[CH:20][C:21]([C@@H:24]3[C@@H:27]([S:28][CH2:29][CH:30]([C:32]4[CH:33]=[CH:34][C:35]([F:38])=[CH:36][CH:37]=4)[OH:31])[C:26](=[O:39])[N:25]3[C:40]3[CH:41]=[CH:42][C:43]([F:46])=[CH:44][CH:45]=3)=[CH:22][CH:23]=2)[C:8]([OH:10])=[O:9])[CH2:6][CH2:5][CH2:4][CH2:3][CH2:2]1. (2) Given the reactants [Cl:1][C:2]1[CH:7]=[CH:6][CH:5]=[CH:4][C:3]=1[CH:8]([C:10]1[CH:15]=[CH:14][CH:13]=[CH:12][C:11]=1[Cl:16])[NH2:9].[CH3:17][C:18]1[C:22]([CH2:23][O:24][C:25]2[CH:30]=[CH:29][C:28]([CH2:31][C:32](O)=[O:33])=[CH:27][CH:26]=2)=[C:21]([CH3:35])[O:20][N:19]=1, predict the reaction product. The product is: [Cl:1][C:2]1[CH:7]=[CH:6][CH:5]=[CH:4][C:3]=1[CH:8]([C:10]1[CH:15]=[CH:14][CH:13]=[CH:12][C:11]=1[Cl:16])[NH:9][C:32](=[O:33])[CH2:31][C:28]1[CH:27]=[CH:26][C:25]([O:24][CH2:23][C:22]2[C:18]([CH3:17])=[N:19][O:20][C:21]=2[CH3:35])=[CH:30][CH:29]=1. (3) Given the reactants [NH2:1][C:2]1[CH:3]=[C:4]2[C:8](=[CH:9][CH:10]=1)[NH:7][C:6](=[O:11])[CH2:5]2.[CH3:12][S:13](Cl)(=[O:15])=[O:14], predict the reaction product. The product is: [O:11]=[C:6]1[CH2:5][C:4]2[C:8](=[CH:9][CH:10]=[C:2]([NH:1][S:13]([CH3:12])(=[O:15])=[O:14])[CH:3]=2)[NH:7]1. (4) The product is: [C:58]([O:57][C:55]([NH:62][CH2:63][C:64]1[O:35][N:34]=[C:2]([C:3]2[N:12]=[CH:11][CH:10]=[C:9]3[C:4]=2[CH:5]=[C:6]([C:28]2[CH:29]=[CH:30][CH:31]=[CH:32][CH:33]=2)[C:7]([C:13]2[CH:14]=[CH:15][C:16]([CH2:17][NH:18][C:19](=[O:25])[O:20][C:21]([CH3:23])([CH3:24])[CH3:22])=[CH:26][CH:27]=2)=[N:8]3)[N:1]=1)=[O:56])([CH3:61])([CH3:60])[CH3:59]. Given the reactants [NH2:1]/[C:2](=[N:34]\[OH:35])/[C:3]1[N:12]=[CH:11][CH:10]=[C:9]2[C:4]=1[CH:5]=[C:6]([C:28]1[CH:33]=[CH:32][CH:31]=[CH:30][CH:29]=1)[C:7]([C:13]1[CH:27]=[CH:26][C:16]([CH2:17][NH:18][C:19](=[O:25])[O:20][C:21]([CH3:24])([CH3:23])[CH3:22])=[CH:15][CH:14]=1)=[N:8]2.C1C=CC2N(O)N=NC=2C=1.CCN(C(C)C)C(C)C.[C:55]([NH:62][CH2:63][C:64](O)=O)([O:57][C:58]([CH3:61])([CH3:60])[CH3:59])=[O:56], predict the reaction product. (5) Given the reactants [OH-].[Na+].Cl.[NH2:4][CH2:5][C:6]([O:8][CH2:9][CH3:10])=[O:7].[C:11]([O:15][CH2:16][CH3:17])(=[O:14])[CH:12]=[CH2:13], predict the reaction product. The product is: [CH2:16]([O:15][C:11](=[O:14])[CH2:12][CH2:13][NH:4][CH2:5][C:6]([O:8][CH2:9][CH3:10])=[O:7])[CH3:17]. (6) Given the reactants [CH3:1][S:2]([N:5]1[CH2:10][CH2:9][NH:8][CH2:7][CH2:6]1)(=[O:4])=[O:3].[Cl:11][C:12]1[C:13]([Cl:20])=[N:14][CH:15]=[C:16]([CH:19]=1)[CH:17]=O.CCO.C([BH3-])#N.[Na+], predict the reaction product. The product is: [Cl:11][C:12]1[CH:19]=[C:16]([CH2:17][N:8]2[CH2:9][CH2:10][N:5]([S:2]([CH3:1])(=[O:4])=[O:3])[CH2:6][CH2:7]2)[CH:15]=[N:14][C:13]=1[Cl:20].